This data is from Reaction yield outcomes from USPTO patents with 853,638 reactions. The task is: Predict the reaction yield, written as a fraction of the theoretical maximum amount of product (1.0 means a 100% yield; for example, 0.34 means a 34% yield). (1) The reactants are C[Si]([N-][Si](C)(C)C)(C)C.[K+].O1CCCC1.[CH3:16][O:17][C:18]1[CH:23]=[CH:22][C:21]([CH2:24][C:25](=[O:27])[CH3:26])=[CH:20][CH:19]=1.[C:28]([O:32][C:33](=[O:50])[N:34]([C:41]1[C:44](=O)[C:43](=[O:46])[C:42]=1[O:47]CC)[CH:35]([CH3:40])[C:36]([CH3:39])([CH3:38])[CH3:37])([CH3:31])([CH3:30])[CH3:29]. The catalyst is C(OCC)C. The product is [C:28]([O:32][C:33](=[O:50])[N:34]([C:41]1[C:42](=[O:47])[C:43](=[O:46])[C:44]=1[CH:24]([C:21]1[CH:22]=[CH:23][C:18]([O:17][CH3:16])=[CH:19][CH:20]=1)[C:25](=[O:27])[CH3:26])[CH:35]([CH3:40])[C:36]([CH3:39])([CH3:37])[CH3:38])([CH3:29])([CH3:30])[CH3:31]. The yield is 0.350. (2) The reactants are [NH:1]([C:8]1[N:9]([C:25]2[CH:30]=[CH:29][CH:28]=[CH:27][CH:26]=2)[C:10]2[C:15]([C:16](=[O:18])[CH:17]=1)=[CH:14][C:13](/[CH:19]=[CH:20]/[C:21]([OH:23])=[O:22])=[C:12]([CH3:24])[N:11]=2)[C:2]1[CH:7]=[CH:6][CH:5]=[CH:4][CH:3]=1.C(O)=O.N. The catalyst is CO.[Pd]. The product is [NH:1]([C:8]1[N:9]([C:25]2[CH:26]=[CH:27][CH:28]=[CH:29][CH:30]=2)[C:10]2[N:11]=[C:12]([CH3:24])[C:13]([CH2:19][CH2:20][C:21]([OH:23])=[O:22])=[CH:14][C:15]=2[C:16](=[O:18])[CH:17]=1)[C:2]1[CH:7]=[CH:6][CH:5]=[CH:4][CH:3]=1. The yield is 0.860. (3) The reactants are C(OC([N:8]1[CH2:12][CH2:11][CH2:10][C@@H:9]1[CH2:13][NH:14][C:15]1[N:23]=[C:22]2[C:18]([NH:19][C:20](=[O:32])[N:21]2[C:24]2[CH:29]=[CH:28][CH:27]=[CH:26][C:25]=2[O:30][CH3:31])=[C:17]([C:33]([O:35]CC)=O)[N:16]=1)=O)(C)(C)C.[NH2:38]C1C(C(OCC)=O)=NC(NC[C@H]2CCCN2C(OC(C)(C)C)=O)=NC=1NC1C=CC=CC=1OC. The catalyst is ClCCl. The product is [CH3:31][O:30][C:25]1[CH:26]=[CH:27][CH:28]=[CH:29][C:24]=1[N:21]1[C:20](=[O:32])[NH:19][C:18]2[C:22]1=[N:23][C:15]([NH:14][CH2:13][C@H:9]1[CH2:10][CH2:11][CH2:12][NH:8]1)=[N:16][C:17]=2[C:33]([NH2:38])=[O:35]. The yield is 1.00. (4) The reactants are [N:1]1[CH:6]=[CH:5][N:4]=[CH:3][C:2]=1[CH2:7][OH:8].[Cl:9][C:10]1[CH:15]=[C:14]([NH:16][C:17]2[C:26]3[C:21](=[CH:22][CH:23]=[CH:24][C:25]=3[O:27][CH2:28][C@H:29]3[CH2:33][CH2:32][CH2:31][N:30]3[C:34](=[O:39])[CH2:35][N:36]([CH3:38])[CH3:37])[N:20]=[CH:19][N:18]=2)[CH:13]=[CH:12][C:11]=1O. No catalyst specified. The product is [Cl:9][C:10]1[CH:15]=[C:14]([NH:16][C:17]2[C:26]3[C:21](=[CH:22][CH:23]=[CH:24][C:25]=3[O:27][CH2:28][C@H:29]3[CH2:33][CH2:32][CH2:31][N:30]3[C:34](=[O:39])[CH2:35][N:36]([CH3:37])[CH3:38])[N:20]=[CH:19][N:18]=2)[CH:13]=[CH:12][C:11]=1[O:8][CH2:7][C:2]1[CH:3]=[N:4][CH:5]=[CH:6][N:1]=1. The yield is 0.440. (5) The reactants are [NH2:1][C:2]1[C:7]([C:8]([F:11])([F:10])[F:9])=[CH:6][CH:5]=[CH:4][C:3]=1[C:12]([C:14]1[CH:19]=[CH:18][CH:17]=[C:16]([OH:20])[CH:15]=1)=O.[CH:21](=O)[CH2:22][CH2:23][CH3:24].C1(S(O)(=O)=O)C=CC=CC=1. The catalyst is C1(C)C=CC=CC=1. The product is [CH2:23]([C:22]1[CH:21]=[N:1][C:2]2[C:3]([C:12]=1[C:14]1[CH:15]=[C:16]([OH:20])[CH:17]=[CH:18][CH:19]=1)=[CH:4][CH:5]=[CH:6][C:7]=2[C:8]([F:11])([F:10])[F:9])[CH3:24]. The yield is 0.740. (6) The reactants are [CH2:1]([NH:8][C:9](=[O:46])[C@@H:10]([OH:45])[CH:11]([NH:16][C:17](=[O:44])[C@@H:18]([NH:29][C:30](=[O:43])[C@@H:31]([NH:33][C:34](=[O:42])[CH2:35][N:36]1[CH2:41][CH2:40][O:39][CH2:38][CH2:37]1)[CH3:32])[CH2:19][C:20]1[C:28]2[C:23](=[CH:24][CH:25]=[CH:26][CH:27]=2)[NH:22][CH:21]=1)[CH2:12][CH2:13][CH2:14][CH3:15])[C:2]1[CH:7]=[CH:6][CH:5]=[CH:4][CH:3]=1.CC(OI1(OC(C)=O)(OC(C)=O)OC(=O)C2C=CC=CC1=2)=O. The catalyst is ClCCl. The product is [CH2:1]([NH:8][C:9](=[O:46])[C:10](=[O:45])[C@@H:11]([NH:16][C:17](=[O:44])[C@@H:18]([NH:29][C:30](=[O:43])[C@@H:31]([NH:33][C:34](=[O:42])[CH2:35][N:36]1[CH2:41][CH2:40][O:39][CH2:38][CH2:37]1)[CH3:32])[CH2:19][C:20]1[C:28]2[C:23](=[CH:24][CH:25]=[CH:26][CH:27]=2)[NH:22][CH:21]=1)[CH2:12][CH2:13][CH2:14][CH3:15])[C:2]1[CH:3]=[CH:4][CH:5]=[CH:6][CH:7]=1. The yield is 0.190. (7) The reactants are [CH3:1][NH:2]N.Cl.[CH2:5]([O:7][C:8](=[O:21])[C:9](=[CH:17][N:18](C)C)[C:10](=O)[C:11]([O:13][CH2:14][CH3:15])=[O:12])[CH3:6]. The catalyst is C(O)C. The product is [CH2:14]([O:13][C:11]([C:10]1[N:2]([CH3:1])[N:18]=[CH:17][C:9]=1[C:8]([O:7][CH2:5][CH3:6])=[O:21])=[O:12])[CH3:15]. The yield is 0.360. (8) The reactants are Cl[C:2]1[N:3]([CH2:10][C:11]2[CH:18]=[CH:17][CH:16]=[CH:15][C:12]=2[C:13]#[N:14])[C:4](=[O:9])[C:5]([Cl:8])=[CH:6][N:7]=1.[CH3:19][C@@:20]1([NH2:26])[CH2:25][CH2:24][CH2:23][NH:22][CH2:21]1. No catalyst specified. The product is [NH2:26][C@:20]1([CH3:19])[CH2:25][CH2:24][CH2:23][N:22]([C:2]2[N:3]([CH2:10][C:11]3[CH:18]=[CH:17][CH:16]=[CH:15][C:12]=3[C:13]#[N:14])[C:4](=[O:9])[C:5]([Cl:8])=[CH:6][N:7]=2)[CH2:21]1. The yield is 0.650. (9) The reactants are [Cl:1][C:2]1[N:7]=[C:6]([C:8]2[S:12][CH:11]=[N:10][C:9]=2[C:13]2[CH:14]=[C:15]([NH2:19])[CH:16]=[CH:17][CH:18]=2)[CH:5]=[CH:4][N:3]=1.[F:20][C:21]1[CH:29]=[CH:28][CH:27]=[C:26]([F:30])[C:22]=1[C:23](Cl)=[O:24]. The yield is 0.630. The catalyst is C1COCC1. The product is [Cl:1][C:2]1[N:7]=[C:6]([C:8]2[S:12][CH:11]=[N:10][C:9]=2[C:13]2[CH:14]=[C:15]([NH:19][C:23](=[O:24])[C:22]3[C:21]([F:20])=[CH:29][CH:28]=[CH:27][C:26]=3[F:30])[CH:16]=[CH:17][CH:18]=2)[CH:5]=[CH:4][N:3]=1. (10) The yield is 0.620. The reactants are Cl[C:2]1[C:11]2[C:6](=[CH:7][CH:8]=[C:9]([I:12])[CH:10]=2)[N:5]=[C:4]([CH3:13])[C:3]=1[S:14]([CH3:17])(=[O:16])=[O:15].[OH:18][CH:19]1[CH2:24][CH2:23][NH:22][CH2:21][CH2:20]1.C(N(CC)C(C)C)(C)C. The product is [I:12][C:9]1[CH:10]=[C:11]2[C:6](=[CH:7][CH:8]=1)[N:5]=[C:4]([CH3:13])[C:3]([S:14]([CH3:17])(=[O:16])=[O:15])=[C:2]2[N:22]1[CH2:23][CH2:24][CH:19]([OH:18])[CH2:20][CH2:21]1. The catalyst is CN(C)C=O.